Predict the product of the given reaction. From a dataset of Forward reaction prediction with 1.9M reactions from USPTO patents (1976-2016). Given the reactants [NH:1]([C:3]1[N:8]=[CH:7][N:6]=[C:5]2[N:9]([C:12]3[CH:17]=[CH:16][CH:15]=[CH:14][CH:13]=3)[N:10]=[CH:11][C:4]=12)[NH2:2].[OH:18][C:19]1[CH:20]=[C:21]([CH:24]=[C:25]([O:29][CH3:30])[C:26]=1[O:27][CH3:28])[CH:22]=O.C1(N2C3=NC=NC(NN=CC4C=CN=CC=4)=C3C=N2)C=CC=CC=1, predict the reaction product. The product is: [C:12]1([N:9]2[C:5]3=[N:6][CH:7]=[N:8][C:3]([NH:1][N:2]=[CH:22][C:21]4[CH:24]=[C:25]([O:29][CH3:30])[C:26]([O:27][CH3:28])=[C:19]([OH:18])[CH:20]=4)=[C:4]3[CH:11]=[N:10]2)[CH:17]=[CH:16][CH:15]=[CH:14][CH:13]=1.